Dataset: Reaction yield outcomes from USPTO patents with 853,638 reactions. Task: Predict the reaction yield, written as a fraction of the theoretical maximum amount of product (1.0 means a 100% yield; for example, 0.34 means a 34% yield). (1) The reactants are Br[C:2]1[S:11][C:10]2[C:9]3[CH:12]=[CH:13][C:14]([C:16]#[N:17])=[CH:15][C:8]=3[O:7][CH2:6][CH2:5][C:4]=2[CH:3]=1.C(=O)([O-])[O-].[Na+].[Na+].[C:24](#[N:26])[CH3:25]. The catalyst is CCOC(C)=O.C1C=CC([P]([Pd]([P](C2C=CC=CC=2)(C2C=CC=CC=2)C2C=CC=CC=2)([P](C2C=CC=CC=2)(C2C=CC=CC=2)C2C=CC=CC=2)[P](C2C=CC=CC=2)(C2C=CC=CC=2)C2C=CC=CC=2)(C2C=CC=CC=2)C2C=CC=CC=2)=CC=1. The product is [CH3:25][C:24]1[CH:10]=[C:4]([C:2]2[S:11][C:10]3[C:9]4[CH:12]=[CH:13][C:14]([C:16]#[N:17])=[CH:15][C:8]=4[O:7][CH2:6][CH2:5][C:4]=3[CH:3]=2)[CH:3]=[CH:2][N:26]=1. The yield is 0.170. (2) The reactants are Br[C:2]1[C:3]([O:31][CH3:32])=[C:4]([C:16]2[CH:24]=[C:23]3[C:19]([C:20]([CH2:25][NH:26][S:27]([CH3:30])(=[O:29])=[O:28])=[CH:21][CH2:22]3)=[CH:18][CH:17]=2)[CH:5]=[C:6]([N:8]2[CH:13]=[CH:12][C:11](=[O:14])[NH:10][C:9]2=[O:15])[CH:7]=1.[O:33]1[CH:37]=[CH:36][C:35](B(O)O)=[CH:34]1. No catalyst specified. The product is [O:15]=[C:9]1[NH:10][C:11](=[O:14])[CH:12]=[CH:13][N:8]1[C:6]1[CH:7]=[C:2]([C:35]2[CH:36]=[CH:37][O:33][CH:34]=2)[C:3]([O:31][CH3:32])=[C:4]([C:16]2[CH:24]=[C:23]3[C:19]([C:20]([CH2:25][NH:26][S:27]([CH3:30])(=[O:29])=[O:28])=[CH:21][CH2:22]3)=[CH:18][CH:17]=2)[CH:5]=1. The yield is 0.450. (3) The reactants are [C:1](/[C:3](=[C:7](\OCC)/[CH3:8])/[C:4](=[S:6])[NH2:5])#[N:2].[NH3:12]. The catalyst is CO. The product is [NH2:12]/[C:7](/[CH3:8])=[C:3](\[C:1]#[N:2])/[C:4](=[S:6])[NH2:5]. The yield is 0.630. (4) The reactants are [F:1][C:2]1[CH:3]=[C:4]([CH:7]=[CH:8][C:9]=1F)[C:5]#[N:6].[NH:11]1[CH2:16][CH2:15][NH:14][CH2:13][CH2:12]1. The catalyst is CN(C)C(=O)C.O. The product is [F:1][C:2]1[CH:3]=[C:4]([CH:7]=[CH:8][C:9]=1[N:11]1[CH2:16][CH2:15][NH:14][CH2:13][CH2:12]1)[C:5]#[N:6]. The yield is 0.950.